The task is: Predict the product of the given reaction.. This data is from Forward reaction prediction with 1.9M reactions from USPTO patents (1976-2016). (1) Given the reactants [C:1]([C:3]1[CH:4]=[C:5]([C:13]2[O:17][N:16]=[C:15]([C:18]3[CH:38]=[CH:37][C:21]4[CH2:22][CH2:23][N:24]([CH2:27][CH2:28][NH:29]C(=O)OC(C)(C)C)[CH2:25][CH2:26][C:20]=4[CH:19]=3)[N:14]=2)[CH:6]=[CH:7][C:8]=1[O:9][CH:10]([CH3:12])[CH3:11])#[N:2].O1CCOCC1.CCOCC.[ClH:50], predict the reaction product. The product is: [ClH:50].[NH2:29][CH2:28][CH2:27][N:24]1[CH2:23][CH2:22][C:21]2[CH:37]=[CH:38][C:18]([C:15]3[N:14]=[C:13]([C:5]4[CH:6]=[CH:7][C:8]([O:9][CH:10]([CH3:12])[CH3:11])=[C:3]([CH:4]=4)[C:1]#[N:2])[O:17][N:16]=3)=[CH:19][C:20]=2[CH2:26][CH2:25]1. (2) Given the reactants C(N(C(C)C)CC)(C)C.C1N(P(Cl)(N2C(=O)OCC2)=O)C(=O)OC1.[Cl:25][CH2:26][CH2:27][CH2:28][CH:29]([C:33]1[C:38]([F:39])=[CH:37][C:36]([F:40])=[CH:35][C:34]=1[F:41])[C:30]([OH:32])=O.[C:42]([O:46][C:47]([CH3:50])([CH3:49])[CH3:48])(=[O:45])[NH:43][NH2:44].Cl, predict the reaction product. The product is: [Cl:25][CH2:26][CH2:27][CH2:28][CH:29]([C:33]1[C:38]([F:39])=[CH:37][C:36]([F:40])=[CH:35][C:34]=1[F:41])[C:30]([NH:44][NH:43][C:42]([O:46][C:47]([CH3:50])([CH3:49])[CH3:48])=[O:45])=[O:32].